This data is from Full USPTO retrosynthesis dataset with 1.9M reactions from patents (1976-2016). The task is: Predict the reactants needed to synthesize the given product. (1) Given the product [N+:1]([C:4]1[CH:5]=[C:6]([C:7]([N:25]2[CH2:30][CH2:29][O:28][CH2:27][CH2:26]2)=[O:9])[CH:10]=[CH:11][C:12]=1[N+:13]([O-:15])=[O:14])([O-:3])=[O:2], predict the reactants needed to synthesize it. The reactants are: [N+:1]([C:4]1[CH:5]=[C:6]([CH:10]=[CH:11][C:12]=1[N+:13]([O-:15])=[O:14])[C:7]([OH:9])=O)([O-:3])=[O:2].CN(C=O)C.S(Cl)(Cl)=O.[NH:25]1[CH2:30][CH2:29][O:28][CH2:27][CH2:26]1. (2) Given the product [CH2:9]([O:8][C:6]([C:4]1[CH:5]=[N:1][N:2]([C:14]2[CH:19]=[CH:18][C:17]([S:20]([CH3:23])(=[O:22])=[O:21])=[CH:16][CH:15]=2)[CH:3]=1)=[O:7])[CH3:10], predict the reactants needed to synthesize it. The reactants are: [NH:1]1[CH:5]=[C:4]([C:6]([O:8][CH2:9][CH3:10])=[O:7])[CH:3]=[N:2]1.[H-].[Na+].F[C:14]1[CH:19]=[CH:18][C:17]([S:20]([CH3:23])(=[O:22])=[O:21])=[CH:16][CH:15]=1.O. (3) Given the product [C:7]1([S:13]([CH2:16][CH2:17][S:18][C:20]2[C:25]([N+:26]([O-:28])=[O:27])=[CH:24][CH:23]=[CH:22][N:21]=2)(=[O:15])=[O:14])[CH:8]=[CH:9][CH:10]=[CH:11][CH:12]=1, predict the reactants needed to synthesize it. The reactants are: CC([O-])(C)C.[K+].[C:7]1([S:13]([CH2:16][CH2:17][SH:18])(=[O:15])=[O:14])[CH:12]=[CH:11][CH:10]=[CH:9][CH:8]=1.Cl[C:20]1[C:25]([N+:26]([O-:28])=[O:27])=[CH:24][CH:23]=[CH:22][N:21]=1.CCCCCC. (4) The reactants are: [F:1][C:2]1[CH:10]=[C:6]([C:7]([OH:9])=[O:8])[C:5]([OH:11])=[CH:4][CH:3]=1.S(=O)(=O)(O)O.[CH:17](OC)(OC)OC. Given the product [CH3:17][O:8][C:7](=[O:9])[C:6]1[C:5](=[CH:4][CH:3]=[C:2]([F:1])[CH:10]=1)[OH:11], predict the reactants needed to synthesize it. (5) Given the product [Cl:16][C:17]1[C:26]([C:27]2[CH:32]=[CH:31][CH:30]=[CH:29][CH:28]=2)=[C:25]([Cl:33])[C:24]2[C:19](=[C:20]([CH3:36])[CH:21]=[C:22]([C:34]([C:2]3[CH:7]=[N:6][C:5]([CH3:8])=[CH:4][CH:3]=3)=[O:35])[CH:23]=2)[N:18]=1, predict the reactants needed to synthesize it. The reactants are: Br[C:2]1[CH:3]=[CH:4][C:5]([CH3:8])=[N:6][CH:7]=1.C([Mg]Cl)(C)C.[Li+].[Cl-].[Cl:16][C:17]1[C:26]([C:27]2[CH:32]=[CH:31][CH:30]=[CH:29][CH:28]=2)=[C:25]([Cl:33])[C:24]2[C:19](=[C:20]([CH3:36])[CH:21]=[C:22]([CH:34]=[O:35])[CH:23]=2)[N:18]=1. (6) The reactants are: [CH2:1]([S:4][C:5]1[N:13]=[C:12]2[C:8]([N:9]=[CH:10][N:11]2[C@@H:14]2[O:26][C@H:25]([CH2:27][O:28]C(=O)C)[C@@H:20]([O:21]C(=O)C)[C@H:15]2[O:16]C(=O)C)=[C:7](Cl)[N:6]=1)[CH2:2][CH3:3].[O:33]([C:35]1[CH:36]=[C:37]([CH2:41][CH2:42][NH2:43])[CH:38]=[CH:39][CH:40]=1)[CH3:34]. Given the product [CH2:1]([S:4][C:5]1[N:13]=[C:12]2[C:8]([N:9]=[CH:10][N:11]2[C@@H:14]2[O:26][C@H:25]([CH2:27][OH:28])[C@@H:20]([OH:21])[C@H:15]2[OH:16])=[C:7]([NH:43][CH2:42][CH2:41][C:37]2[CH:38]=[CH:39][CH:40]=[C:35]([O:33][CH3:34])[CH:36]=2)[N:6]=1)[CH2:2][CH3:3], predict the reactants needed to synthesize it. (7) Given the product [CH:1]1([CH2:4][N:5]2[C:10]3=[N:11][N:12]([CH2:27][C:21]4[C:20]5[C:24](=[CH:25][CH:26]=[C:18]([C:17]([F:30])([F:29])[F:16])[CH:19]=5)[NH:23][CH:22]=4)[C:37]([C:33]4[N:32]([CH3:31])[CH:36]=[CH:35][CH:34]=4)=[C:9]3[C:8](=[O:13])[N:7]([CH3:14])[C:6]2=[O:15])[CH2:2][CH2:3]1, predict the reactants needed to synthesize it. The reactants are: [CH:1]1([CH2:4][N:5]2[C:10]([NH:11][NH2:12])=[CH:9][C:8](=[O:13])[N:7]([CH3:14])[C:6]2=[O:15])[CH2:3][CH2:2]1.[F:16][C:17]([F:30])([F:29])[C:18]1[CH:19]=[C:20]2[C:24](=[CH:25][CH:26]=1)[NH:23][CH:22]=[C:21]2[CH:27]=O.[CH3:31][N:32]1[CH:36]=[CH:35][CH:34]=[C:33]1[CH:37]=O. (8) Given the product [OH:1][C@@H:2]([C@H:4]1[C:24](=[O:25])[N:6]2[C:7]([C:21]([O:23][CH:28]3[C:37]4[C:32](=[CH:33][CH:34]=[CH:35][CH:36]=4)[C:30](=[O:31])[O:29]3)=[O:22])=[C:8]([S:11]/[CH:12]=[CH:13]\[C:14]3[S:18][CH:17]=[N:16][C:15]=3[CH2:19][OH:20])[C@H:9]([CH3:10])[C@H:5]12)[CH3:3], predict the reactants needed to synthesize it. The reactants are: [OH:1][C@@H:2]([C@H:4]1[C:24](=[O:25])[N:6]2[C:7]([C:21]([O-:23])=[O:22])=[C:8]([S:11]/[CH:12]=[CH:13]\[C:14]3[S:18][CH:17]=[N:16][C:15]=3[CH2:19][OH:20])[C@H:9]([CH3:10])[C@H:5]12)[CH3:3].[Na+].Br[CH:28]1[C:37]2[C:32](=[CH:33][CH:34]=[CH:35][CH:36]=2)[C:30](=[O:31])[O:29]1. (9) Given the product [CH2:1]([S:3]([CH2:5][C:6]1[CH:7]=[C:8]([NH:12][C:13]2[N:18]=[C:17]([C:19]3[CH:24]=[CH:23][C:22]([F:25])=[CH:21][C:20]=3[O:26][CH3:27])[C:16]([F:28])=[CH:15][N:14]=2)[CH:9]=[CH:10][CH:11]=1)(=[NH:29])=[O:4])[CH3:2], predict the reactants needed to synthesize it. The reactants are: [CH2:1]([S:3](=[N:29]C#N)([CH2:5][C:6]1[CH:11]=[CH:10][CH:9]=[C:8]([NH:12][C:13]2[N:18]=[C:17]([C:19]3[CH:24]=[CH:23][C:22]([F:25])=[CH:21][C:20]=3[O:26][CH3:27])[C:16]([F:28])=[CH:15][N:14]=2)[CH:7]=1)=[O:4])[CH3:2].C(OC(C(F)(F)F)=O)(C(F)(F)F)=O.C(=O)([O-])[O-].[K+].[K+].